Predict the reactants needed to synthesize the given product. From a dataset of Full USPTO retrosynthesis dataset with 1.9M reactions from patents (1976-2016). (1) Given the product [CH3:31][O:32][N:33]=[C:2]1[C:11]2[C:6](=[CH:7][C:8]([C:12]([F:14])([F:15])[F:13])=[CH:9][CH:10]=2)[O:5][C@@H:4]([C:16]2[CH:17]=[C:18]([CH:23]=[CH:24][CH:25]=2)[C:19]([O:21][CH3:22])=[O:20])[CH2:3]1, predict the reactants needed to synthesize it. The reactants are: O=[C:2]1[C:11]2[C:6](=[CH:7][C:8]([C:12]([F:15])([F:14])[F:13])=[CH:9][CH:10]=2)[O:5][C@@H:4]([C:16]2[CH:17]=[C:18]([CH:23]=[CH:24][CH:25]=2)[C:19]([O:21][CH3:22])=[O:20])[CH2:3]1.C([O-])(=O)C.[Na+].[CH3:31][O:32][NH2:33].Cl. (2) Given the product [OH:8][C:5]1[CH:6]=[CH:7][C:2]([C:13]2[CH:12]=[C:11]([F:10])[C:16]([F:17])=[C:15]([F:18])[CH:14]=2)=[C:3]([F:9])[CH:4]=1, predict the reactants needed to synthesize it. The reactants are: Br[C:2]1[CH:7]=[CH:6][C:5]([OH:8])=[CH:4][C:3]=1[F:9].[F:10][C:11]1[CH:12]=[C:13](B(O)O)[CH:14]=[C:15]([F:18])[C:16]=1[F:17].C(=O)([O-])[O-].[K+].[K+].CC(O)C.